From a dataset of Full USPTO retrosynthesis dataset with 1.9M reactions from patents (1976-2016). Predict the reactants needed to synthesize the given product. (1) Given the product [CH3:19][O:18][C:15]1[CH:14]=[CH:13][C:12]([NH:11][S:8]([C:3]2[CH:4]=[CH:5][CH:6]=[CH:7][C:2]=2[NH:1][S:25]([C:21]2[S:20][CH:24]=[CH:23][CH:22]=2)(=[O:27])=[O:26])(=[O:9])=[O:10])=[CH:17][CH:16]=1, predict the reactants needed to synthesize it. The reactants are: [NH2:1][C:2]1[CH:7]=[CH:6][CH:5]=[CH:4][C:3]=1[S:8]([NH:11][C:12]1[CH:17]=[CH:16][C:15]([O:18][CH3:19])=[CH:14][CH:13]=1)(=[O:10])=[O:9].[S:20]1[CH:24]=[CH:23][CH:22]=[C:21]1[S:25](Cl)(=[O:27])=[O:26].C(N(CC)CC)C. (2) Given the product [CH2:24]([O:26][C:27]([C@@H:29]1[CH2:31][C@@H:30]1[C:32]1[CH:37]=[CH:36][C:35]([C:2]2[CH:7]=[CH:6][C:5]([C:8]3[O:12][N:11]=[C:10]([CH3:13])[C:9]=3[CH:14]=[CH:15][CH2:16][CH2:17][C:18]3[CH:23]=[CH:22][CH:21]=[CH:20][CH:19]=3)=[CH:4][CH:3]=2)=[CH:34][CH:33]=1)=[O:28])[CH3:25], predict the reactants needed to synthesize it. The reactants are: Br[C:2]1[CH:7]=[CH:6][C:5]([C:8]2[O:12][N:11]=[C:10]([CH3:13])[C:9]=2[CH:14]=[CH:15][CH2:16][CH2:17][C:18]2[CH:23]=[CH:22][CH:21]=[CH:20][CH:19]=2)=[CH:4][CH:3]=1.[CH2:24]([O:26][C:27]([C@@H:29]1[CH2:31][C@@H:30]1[C:32]1[CH:37]=[CH:36][C:35](B2OC(C)(C)C(C)(C)O2)=[CH:34][CH:33]=1)=[O:28])[CH3:25]. (3) Given the product [CH2:8]([O:7][C:1]1[N:18]([C:15]2[CH:16]=[CH:17][C:12]([Br:11])=[CH:13][CH:14]=2)[N:19]=[CH:3][CH:2]=1)[CH3:9], predict the reactants needed to synthesize it. The reactants are: [C:1]([O:7][CH2:8][CH3:9])(=O)[CH2:2][C:3](C)=O.Cl.[Br:11][C:12]1[CH:17]=[CH:16][C:15]([NH:18][NH2:19])=[CH:14][CH:13]=1. (4) Given the product [CH3:1][O:2][C:3](=[O:32])[C@@H:4]([N:27]1[CH:31]=[CH:30][CH:29]=[CH:28]1)[CH2:5][C:6]1[CH:7]=[CH:8][C:9]([CH2:12][CH2:13][CH2:14][C:15]2[N:16]=[C:17]([C:21]3[CH:26]=[CH:25][CH:24]=[CH:23][CH:22]=3)[O:18][C:19]=2[CH3:20])=[CH:10][CH:11]=1, predict the reactants needed to synthesize it. The reactants are: [CH3:1][O:2][C:3](=[O:32])[C@@H:4]([N:27]1[CH:31]=[CH:30][CH:29]=[CH:28]1)[CH2:5][C:6]1[CH:11]=[CH:10][C:9]([C:12]#[C:13][CH2:14][C:15]2[N:16]=[C:17]([C:21]3[CH:26]=[CH:25][CH:24]=[CH:23][CH:22]=3)[O:18][C:19]=2[CH3:20])=[CH:8][CH:7]=1.COC(=O)[C@@H](N1C=CC=C1)CC1C=CC(CCCN(C)C2C=CC=CC=2)=CC=1. (5) Given the product [Cl:34][C:31]1[CH:32]=[CH:33][C:25]([NH:24][C:22](=[O:23])[CH2:21][O:20][CH2:19][C:18](=[O:35])[NH:17][C:13]2[CH:12]=[CH:11][CH:16]=[C:15]([C:3]3[CH:2]=[N:1][CH:6]=[CH:5][CH:4]=3)[CH:14]=2)=[C:26]([CH:30]=1)[C:27]([OH:29])=[O:28], predict the reactants needed to synthesize it. The reactants are: [N:1]1[CH:6]=[CH:5][CH:4]=[C:3](B(O)O)[CH:2]=1.Br[C:11]1[CH:12]=[C:13]([NH:17][C:18](=[O:35])[CH2:19][O:20][CH2:21][C:22]([NH:24][C:25]2[CH:33]=[CH:32][C:31]([Cl:34])=[CH:30][C:26]=2[C:27]([OH:29])=[O:28])=[O:23])[CH:14]=[CH:15][CH:16]=1.C(=O)([O-])[O-].[Na+].[Na+].